This data is from Full USPTO retrosynthesis dataset with 1.9M reactions from patents (1976-2016). The task is: Predict the reactants needed to synthesize the given product. (1) Given the product [F:17][C:18]1[CH:28]=[CH:27][CH:26]=[CH:25][C:19]=1/[CH:20]=[CH:21]/[C:22]([NH:16][CH2:15][C:11]1[CH:12]=[CH:13][CH:14]=[C:9]([N:6]2[CH2:5][CH2:4][S:3][CH2:8][CH2:7]2)[CH:10]=1)=[O:23], predict the reactants needed to synthesize it. The reactants are: Cl.Cl.[S:3]1[CH2:8][CH2:7][N:6]([C:9]2[CH:10]=[C:11]([CH2:15][NH2:16])[CH:12]=[CH:13][CH:14]=2)[CH2:5][CH2:4]1.[F:17][C:18]1[CH:28]=[CH:27][CH:26]=[CH:25][C:19]=1[CH:20]=[CH:21][C:22](O)=[O:23].CCN=C=NCCCN(C)C.Cl. (2) Given the product [OH:9][C:10]1[CH:11]=[CH:12][C:13]([CH:16]2[CH2:17][CH2:18][C:19]3([CH2:4][CH:22]3[C:23]([O:25][CH3:26])=[O:24])[CH2:20][CH2:21]2)=[CH:14][CH:15]=1, predict the reactants needed to synthesize it. The reactants are: [H-].[Na+].[I-].[CH3:4][S+](C)(C)=O.[OH:9][C:10]1[CH:15]=[CH:14][C:13]([CH:16]2[CH2:21][CH2:20][C:19](=[CH:22][C:23]([O:25][CH3:26])=[O:24])[CH2:18][CH2:17]2)=[CH:12][CH:11]=1. (3) The reactants are: [N+:1]([O-:4])(O)=[O:2].S(=O)(=O)(O)O.[C:10]1([CH3:20])[CH:15]=[CH:14][C:13]([S:16]([Cl:19])(=[O:18])=[O:17])=[CH:12][CH:11]=1. Given the product [CH3:20][C:10]1[CH:15]=[CH:14][C:13]([S:16]([Cl:19])(=[O:18])=[O:17])=[CH:12][C:11]=1[N+:1]([O-:4])=[O:2], predict the reactants needed to synthesize it. (4) The reactants are: [C:1]([C:5]1[CH:10]=[CH:9][C:8]([CH:11]2[CH2:13][CH:12]2[C:14]([OH:16])=O)=[CH:7][C:6]=1[F:17])([CH3:4])([CH3:3])[CH3:2].C(Cl)(=O)C(Cl)=O.Cl.Cl.[NH2:26][CH2:27][C:28]([C:30]1[N:31]([CH3:35])[CH:32]=[CH:33][N:34]=1)=[O:29].C(N(CC)CC)C. Given the product [C:1]([C:5]1[CH:10]=[CH:9][C:8]([CH:11]2[CH2:13][CH:12]2[C:14]([NH:26][CH2:27][C:28]([C:30]2[N:31]([CH3:35])[CH:32]=[CH:33][N:34]=2)=[O:29])=[O:16])=[CH:7][C:6]=1[F:17])([CH3:2])([CH3:3])[CH3:4], predict the reactants needed to synthesize it. (5) Given the product [CH3:14][C:12]1[C:11]([C:10]([NH:9][C:6]2[CH:7]=[CH:8][C:3]([C:2]([F:21])([F:20])[F:1])=[CH:4][CH:5]=2)=[O:19])=[CH:15][NH:24][N:23]=1, predict the reactants needed to synthesize it. The reactants are: [F:1][C:2]([F:21])([F:20])[C:3]1[CH:8]=[CH:7][C:6]([NH:9][C:10](=[O:19])[C:11](=[CH:15]OCC)[C:12]([CH3:14])=O)=[CH:5][CH:4]=1.O.[NH2:23][NH2:24]. (6) Given the product [C:18]([C:16]1[CH:15]=[CH:14][C:13]([CH3:20])=[C:12]([C:9]2[CH:10]=[CH:11][C:6]([C:4]([OH:5])=[O:3])=[CH:7][CH:8]=2)[CH:17]=1)#[N:19], predict the reactants needed to synthesize it. The reactants are: C([O:3][C:4]([C:6]1[CH:11]=[CH:10][C:9]([C:12]2[CH:17]=[C:16]([C:18]#[N:19])[CH:15]=[CH:14][C:13]=2[CH3:20])=[CH:8][CH:7]=1)=[O:5])C.[OH-].[Na+]. (7) Given the product [CH3:27][S:24]([C:21]1[CH:22]=[CH:23][C:18]([NH:17][C:4]2[N:3]=[C:2]([N:28]3[CH2:33][CH2:32][CH:31]([N:34]4[CH2:39][CH2:38][O:37][CH2:36][CH2:35]4)[CH2:30][CH2:29]3)[N:10]=[C:9]3[C:5]=2[N:6]=[CH:7][N:8]3[CH:11]2[CH2:16][CH2:15][CH2:14][CH2:13][O:12]2)=[CH:19][CH:20]=1)(=[O:26])=[O:25], predict the reactants needed to synthesize it. The reactants are: F[C:2]1[N:10]=[C:9]2[C:5]([N:6]=[CH:7][N:8]2[CH:11]2[CH2:16][CH2:15][CH2:14][CH2:13][O:12]2)=[C:4]([NH:17][C:18]2[CH:23]=[CH:22][C:21]([S:24]([CH3:27])(=[O:26])=[O:25])=[CH:20][CH:19]=2)[N:3]=1.[NH:28]1[CH2:33][CH2:32][CH:31]([N:34]2[CH2:39][CH2:38][O:37][CH2:36][CH2:35]2)[CH2:30][CH2:29]1.C(N(C(C)C)CC)(C)C. (8) Given the product [CH2:21]([O:10][C:9](=[O:11])[C:8]1[CH:12]=[C:13]([N+:16]([O-:18])=[O:17])[CH:14]=[CH:15][C:7]=1[O:6][C:5]1[CH:19]=[CH:20][C:2]([F:1])=[CH:3][CH:4]=1)[CH3:22], predict the reactants needed to synthesize it. The reactants are: [F:1][C:2]1[CH:20]=[CH:19][C:5]([O:6][C:7]2[CH:15]=[CH:14][C:13]([N+:16]([O-:18])=[O:17])=[CH:12][C:8]=2[C:9]([OH:11])=[O:10])=[CH:4][CH:3]=1.[CH2:21](OC(=O)C1C=C([N+]([O-])=O)C=CC=1Cl)[CH3:22].FC1C=CC(O)=CC=1. (9) The reactants are: Br[C:2]1[CH:3]=[C:4]([CH:18]=[CH:19][CH:20]=1)[CH2:5][NH:6][C:7](=[O:17])[CH2:8][NH:9][C:10](=[O:16])[O:11][C:12]([CH3:15])([CH3:14])[CH3:13].CC1(C)C(C)(C)OB([C:29]2[CH:34]=[CH:33][C:32]([N:35]3[CH2:40][CH2:39][O:38][CH2:37][CH2:36]3)=[CH:31][CH:30]=2)O1.[C:42](=O)([O-])[O-].[Na+].[Na+].COCCOC. Given the product [CH3:42][N:6]([CH2:5][C:4]1[CH:3]=[C:2]([C:29]2[CH:34]=[CH:33][C:32]([N:35]3[CH2:40][CH2:39][O:38][CH2:37][CH2:36]3)=[CH:31][CH:30]=2)[CH:20]=[CH:19][CH:18]=1)[C:7](=[O:17])[CH2:8][NH:9][C:10](=[O:16])[O:11][C:12]([CH3:15])([CH3:14])[CH3:13], predict the reactants needed to synthesize it.